From a dataset of Catalyst prediction with 721,799 reactions and 888 catalyst types from USPTO. Predict which catalyst facilitates the given reaction. (1) Product: [C:28]1([CH:24]([C:18]2[CH:19]=[CH:20][CH:21]=[CH:22][CH:23]=2)[CH2:25][CH2:26][NH:27][CH2:2][CH2:3][CH2:4][C:5]2[CH:6]=[C:7]([CH:15]=[CH:16][CH:17]=2)[O:8][CH2:9][C:10]([O:12][CH2:13][CH3:14])=[O:11])[CH:29]=[CH:30][CH:31]=[CH:32][CH:33]=1. The catalyst class is: 31. Reactant: I[CH2:2][CH2:3][CH2:4][C:5]1[CH:6]=[C:7]([CH:15]=[CH:16][CH:17]=1)[O:8][CH2:9][C:10]([O:12][CH2:13][CH3:14])=[O:11].[C:18]1([CH:24]([C:28]2[CH:33]=[CH:32][CH:31]=[CH:30][CH:29]=2)[CH2:25][CH2:26][NH2:27])[CH:23]=[CH:22][CH:21]=[CH:20][CH:19]=1. (2) Product: [CH3:1][N:2]([CH3:11])[CH2:3][C:4]1[CH:9]=[CH:8][CH:7]=[CH:6][CH:5]=1. The catalyst class is: 504. Reactant: [CH3:1][N:2]([CH3:11])[C:3](=O)[C:4]1[CH:9]=[CH:8][CH:7]=[CH:6][CH:5]=1.CO. (3) Reactant: [CH2:1]([O:3][CH2:4][CH2:5][OH:6])[CH3:2].[H-].[Na+].I[CH2:10][C:11]([OH:13])=[O:12]. Product: [CH2:1]([O:3][CH2:4][CH2:5][O:6][CH2:10][C:11]([OH:13])=[O:12])[CH3:2]. The catalyst class is: 3. (4) Reactant: C(OC([N:8]1[CH2:13][CH2:12][CH:11]([N:14]2[CH:18]=[CH:17][N:16]=[CH:15]2)[CH2:10][CH2:9]1)=O)(C)(C)C. Product: [N:14]1([CH:11]2[CH2:12][CH2:13][NH:8][CH2:9][CH2:10]2)[CH:18]=[CH:17][N:16]=[CH:15]1. The catalyst class is: 89. (5) Reactant: C(OC([N:8]1[CH2:13][CH2:12][CH:11]([CH2:14][CH2:15][O:16][CH2:17][C:18]2[CH:23]=[CH:22][C:21]([F:24])=[CH:20][CH:19]=2)[CH2:10][CH2:9]1)=O)(C)(C)C.Cl.CCOCC. Product: [F:24][C:21]1[CH:20]=[CH:19][C:18]([CH2:17][O:16][CH2:15][CH2:14][CH:11]2[CH2:12][CH2:13][NH:8][CH2:9][CH2:10]2)=[CH:23][CH:22]=1. The catalyst class is: 5. (6) Reactant: [NH2:1][C:2]1[N:3]=[C:4]([C:19]2[CH:24]=[CH:23][CH:22]=[CH:21][CH:20]=2)[C:5]([C:9]2[CH:10]=[CH:11][C:12](=[O:18])[N:13]([CH:15]([CH3:17])[CH3:16])[CH:14]=2)=[N:6][C:7]=1Br.[CH3:25][NH2:26]. Product: [NH2:1][C:2]1[N:3]=[C:4]([C:19]2[CH:24]=[CH:23][CH:22]=[CH:21][CH:20]=2)[C:5]([C:9]2[CH:10]=[CH:11][C:12](=[O:18])[N:13]([CH:15]([CH3:17])[CH3:16])[CH:14]=2)=[N:6][C:7]=1[NH:26][CH3:25]. The catalyst class is: 1. (7) Reactant: [Cl:1][C:2]1[CH:3]=[C:4]([C:9]2([C:16]([F:19])([F:18])[F:17])[CH2:13][C:12](=O)[NH:11][C:10]2=O)[CH:5]=[C:6]([Cl:8])[CH:7]=1.B(F)(F)F.Cl. Product: [Cl:8][C:6]1[CH:5]=[C:4]([C@:9]2([C:16]([F:19])([F:18])[F:17])[CH2:13][CH2:12][NH:11][CH2:10]2)[CH:3]=[C:2]([Cl:1])[CH:7]=1. The catalyst class is: 1.